This data is from Full USPTO retrosynthesis dataset with 1.9M reactions from patents (1976-2016). The task is: Predict the reactants needed to synthesize the given product. (1) Given the product [C:10]([C:12]1[CH:13]=[CH:14][C:15]([CH:21]2[C:26]3[C:27](=[O:30])[CH2:28][CH2:29][C:25]=3[N:24]([C:31]3[CH:36]=[CH:35][CH:34]=[C:33]([C:37]([F:39])([F:40])[F:38])[CH:32]=3)[C:23](=[O:41])[N:22]2[CH3:42])=[C:16]([CH:20]=1)[C:17]([NH:1][C:2]([C:3]#[N:4])([CH3:6])[CH3:5])=[O:18])#[N:11], predict the reactants needed to synthesize it. The reactants are: [NH2:1][C:2]([CH3:6])([CH3:5])[C:3]#[N:4].C(#N)C.[C:10]([C:12]1[CH:13]=[CH:14][C:15]([CH:21]2[C:26]3[C:27](=[O:30])[CH2:28][CH2:29][C:25]=3[N:24]([C:31]3[CH:36]=[CH:35][CH:34]=[C:33]([C:37]([F:40])([F:39])[F:38])[CH:32]=3)[C:23](=[O:41])[N:22]2[CH3:42])=[C:16]([CH:20]=1)[C:17](Cl)=[O:18])#[N:11]. (2) Given the product [Cl:17][C:18]1[CH:23]=[C:22]([C:24]2([C:26]([F:29])([F:27])[F:28])[O:1][N:2]=[C:3]([C:4]3[N:5]4[C:9]([C:10]([C:13]([O:15][CH3:16])=[O:14])=[CH:11][CH:12]=3)=[CH:8][CH:7]=[CH:6]4)[CH2:25]2)[CH:21]=[C:20]([Cl:30])[CH:19]=1, predict the reactants needed to synthesize it. The reactants are: [OH:1]/[N:2]=[CH:3]/[C:4]1[N:5]2[C:9]([C:10]([C:13]([O:15][CH3:16])=[O:14])=[CH:11][CH:12]=1)=[CH:8][CH:7]=[CH:6]2.[Cl:17][C:18]1[CH:23]=[C:22]([C:24]([C:26]([F:29])([F:28])[F:27])=[CH2:25])[CH:21]=[C:20]([Cl:30])[CH:19]=1. (3) The reactants are: Br[C:2]1[CH:3]=[CH:4][CH:5]=[C:6]2[C:10]=1[N:9]([CH2:11][C:12]1[CH:21]=[CH:20][C:15]([C:16]([O:18]C)=[O:17])=[CH:14][CH:13]=1)[C:8]([C:22]([F:25])([F:24])[F:23])=[C:7]2[CH2:26][CH2:27][CH2:28][O:29][C:30]1[CH:35]=[C:34]([CH3:36])[C:33]([Cl:37])=[C:32]([CH3:38])[CH:31]=1.[CH3:39][N:40]1[C:44]([CH3:45])=[C:43](B2OC(C)(C)C(C)(C)O2)[C:42]([CH3:55])=[N:41]1. Given the product [Cl:37][C:33]1[C:32]([CH3:38])=[CH:31][C:30]([O:29][CH2:28][CH2:27][CH2:26][C:7]2[C:6]3[C:10](=[C:2]([C:43]4[C:42]([CH3:55])=[N:41][N:40]([CH3:39])[C:44]=4[CH3:45])[CH:3]=[CH:4][CH:5]=3)[N:9]([CH2:11][C:12]3[CH:21]=[CH:20][C:15]([C:16]([OH:18])=[O:17])=[CH:14][CH:13]=3)[C:8]=2[C:22]([F:24])([F:25])[F:23])=[CH:35][C:34]=1[CH3:36], predict the reactants needed to synthesize it. (4) The reactants are: Cl[C:2]1[N:7]=[C:6]([NH:8][C:9]([C:11]2([C:14]3[CH:24]=[CH:23][C:17]4[O:18][C:19]([F:22])([F:21])[O:20][C:16]=4[CH:15]=3)[CH2:13][CH2:12]2)=[O:10])[CH:5]=[CH:4][C:3]=1[CH3:25].[C:26]1(B(O)O)[CH2:31][CH2:30][CH2:29][CH2:28][CH:27]=1.C(=O)([O-])[O-].[K+].[K+]. Given the product [C:26]1([C:2]2[N:7]=[C:6]([NH:8][C:9]([C:11]3([C:14]4[CH:24]=[CH:23][C:17]5[O:18][C:19]([F:22])([F:21])[O:20][C:16]=5[CH:15]=4)[CH2:13][CH2:12]3)=[O:10])[CH:5]=[CH:4][C:3]=2[CH3:25])[CH2:31][CH2:30][CH2:29][CH2:28][CH:27]=1, predict the reactants needed to synthesize it. (5) Given the product [O:21]1[CH2:26][CH2:25][CH:24]([C:27]([NH:1][C:2]2[CH:7]=[C:6]([C:8]3[S:9][CH:10]=[CH:11][CH:12]=3)[CH:5]=[CH:4][C:3]=2[NH:13][C:14](=[O:20])[O:15][C:16]([CH3:17])([CH3:19])[CH3:18])=[O:28])[CH2:23][CH2:22]1, predict the reactants needed to synthesize it. The reactants are: [NH2:1][C:2]1[CH:7]=[C:6]([C:8]2[S:9][CH:10]=[CH:11][CH:12]=2)[CH:5]=[CH:4][C:3]=1[NH:13][C:14](=[O:20])[O:15][C:16]([CH3:19])([CH3:18])[CH3:17].[O:21]1[CH2:26][CH2:25][CH:24]([C:27](O)=[O:28])[CH2:23][CH2:22]1.CN(C(ON1N=NC2C=CC=NC1=2)=[N+](C)C)C.F[P-](F)(F)(F)(F)F.CCN(C(C)C)C(C)C. (6) Given the product [CH2:13]([O:12][C:11]([NH:10][C@H:9]1[CH2:8][CH2:7][N:6]([C:22]2[CH:23]=[CH:24][C:25]([F:32])=[C:26]([CH:31]=2)[C:27]([O:29][CH3:30])=[O:28])[CH2:5][C@H:4]1[O:3][CH3:2])=[O:20])[C:14]1[CH:19]=[CH:18][CH:17]=[CH:16][CH:15]=1, predict the reactants needed to synthesize it. The reactants are: Cl.[CH3:2][O:3][C@H:4]1[C@@H:9]([NH:10][C:11](=[O:20])[O:12][CH2:13][C:14]2[CH:19]=[CH:18][CH:17]=[CH:16][CH:15]=2)[CH2:8][CH2:7][NH:6][CH2:5]1.Br[C:22]1[CH:23]=[CH:24][C:25]([F:32])=[C:26]([CH:31]=1)[C:27]([O:29][CH3:30])=[O:28].C1C=CC(P(C2C(C3C(P(C4C=CC=CC=4)C4C=CC=CC=4)=CC=C4C=3C=CC=C4)=C3C(C=CC=C3)=CC=2)C2C=CC=CC=2)=CC=1.C(=O)([O-])[O-].[Cs+].[Cs+].